From a dataset of Merck oncology drug combination screen with 23,052 pairs across 39 cell lines. Regression. Given two drug SMILES strings and cell line genomic features, predict the synergy score measuring deviation from expected non-interaction effect. (1) Drug 1: C=CCn1c(=O)c2cnc(Nc3ccc(N4CCN(C)CC4)cc3)nc2n1-c1cccc(C(C)(C)O)n1. Drug 2: Cn1c(=O)n(-c2ccc(C(C)(C)C#N)cc2)c2c3cc(-c4cnc5ccccc5c4)ccc3ncc21. Cell line: MSTO. Synergy scores: synergy=24.2. (2) Drug 1: N#Cc1ccc(Cn2cncc2CN2CCN(c3cccc(Cl)c3)C(=O)C2)cc1. Drug 2: C=CCn1c(=O)c2cnc(Nc3ccc(N4CCN(C)CC4)cc3)nc2n1-c1cccc(C(C)(C)O)n1. Cell line: HCT116. Synergy scores: synergy=15.7. (3) Drug 1: N.N.O=C(O)C1(C(=O)O)CCC1.[Pt]. Drug 2: CNC(=O)c1cc(Oc2ccc(NC(=O)Nc3ccc(Cl)c(C(F)(F)F)c3)cc2)ccn1. Cell line: OV90. Synergy scores: synergy=-14.7. (4) Drug 1: CN1C(=O)C=CC2(C)C3CCC4(C)C(NC(=O)OCC(F)(F)F)CCC4C3CCC12. Drug 2: CC1CC2C3CCC4=CC(=O)C=CC4(C)C3(F)C(O)CC2(C)C1(O)C(=O)CO. Cell line: LOVO. Synergy scores: synergy=20.5. (5) Synergy scores: synergy=19.7. Cell line: ES2. Drug 1: C#Cc1cccc(Nc2ncnc3cc(OCCOC)c(OCCOC)cc23)c1. Drug 2: CCc1c2c(nc3ccc(O)cc13)-c1cc3c(c(=O)n1C2)COC(=O)C3(O)CC. (6) Drug 1: O=c1[nH]cc(F)c(=O)[nH]1. Drug 2: CC1(c2nc3c(C(N)=O)cccc3[nH]2)CCCN1. Cell line: A375. Synergy scores: synergy=-1.20.